Dataset: Full USPTO retrosynthesis dataset with 1.9M reactions from patents (1976-2016). Task: Predict the reactants needed to synthesize the given product. (1) Given the product [N+:8]([C:7]1[C:2]([NH:11][C:12]2[CH:17]=[CH:16][CH:15]=[C:14](/[CH:18]=[CH:19]/[C:20]3[CH:21]=[N:22][CH:23]=[CH:24][CH:25]=3)[CH:13]=2)=[N:3][CH:4]=[CH:5][CH:6]=1)([O-:10])=[O:9], predict the reactants needed to synthesize it. The reactants are: Cl[C:2]1[C:7]([N+:8]([O-:10])=[O:9])=[CH:6][CH:5]=[CH:4][N:3]=1.[NH2:11][C:12]1[CH:13]=[C:14](/[CH:18]=[CH:19]/[C:20]2[CH:21]=[N:22][CH:23]=[CH:24][CH:25]=2)[CH:15]=[CH:16][CH:17]=1.C(=O)([O-])[O-].[K+].[K+]. (2) Given the product [C:15]([O:19][C:20](=[O:47])[NH:21][C@H:22]([C@@H:56]1[CH:52]=[CH:53][C:48](=[O:51])[O:50]1)[CH2:23][C:24]1[CH:25]=[CH:26][CH:27]=[C:28]([O:6][CH2:2][C:3]2[CH:4]=[CH:5][CH:9]=[CH:7][CH:8]=2)[CH:29]=1)([CH3:16])([CH3:17])[CH3:18], predict the reactants needed to synthesize it. The reactants are: O1[CH2:5][CH:4]=[CH:3][C:2]1=[O:6].[CH:7]([N-]C(C)C)([CH3:9])[CH3:8].[Li+].[C:15]([O:19][C:20](=[O:47])[NH:21][CH:22](S(C1C=CC=CC=1)(=O)=O)[CH2:23][C:24]1[CH:29]=[CH:28][C:27](OCC2C=CC=CC=2)=[CH:26][CH:25]=1)([CH3:18])([CH3:17])[CH3:16].[C:48](=[O:51])([OH:50])[O-].[CH2:52]1[CH2:56]OC[CH2:53]1.